Predict the reactants needed to synthesize the given product. From a dataset of Full USPTO retrosynthesis dataset with 1.9M reactions from patents (1976-2016). (1) The reactants are: C([O-])([O-])=O.[Na+].[Na+].[CH2:7]([C:14]1[C:23]2[C:18](=[CH:19][CH:20]=[CH:21][CH:22]=2)[C:17](Cl)=[N:16][N:15]=1)[C:8]1[CH:13]=[CH:12][CH:11]=[CH:10][CH:9]=1.[CH3:25][C@H:26]1[CH2:31][NH:30][CH2:29][CH2:28][NH:27]1. Given the product [CH2:7]([C:14]1[C:23]2[C:18](=[CH:19][CH:20]=[CH:21][CH:22]=2)[C:17]([N:30]2[CH2:29][CH2:28][NH:27][C@@H:26]([CH3:25])[CH2:31]2)=[N:16][N:15]=1)[C:8]1[CH:13]=[CH:12][CH:11]=[CH:10][CH:9]=1, predict the reactants needed to synthesize it. (2) The reactants are: I[C:2]1[CH:7]=[CH:6][C:5]([S:8]([N:11]2[CH2:16][CH2:15][O:14][CH2:13][CH2:12]2)(=[O:10])=[O:9])=[CH:4][CH:3]=1.[B:17](OC(C)C)([O:22]C(C)C)[O:18]C(C)C.[Li]CCCC.Cl. Given the product [N:11]1([S:8]([C:5]2[CH:6]=[CH:7][C:2]([B:17]([OH:22])[OH:18])=[CH:3][CH:4]=2)(=[O:10])=[O:9])[CH2:16][CH2:15][O:14][CH2:13][CH2:12]1, predict the reactants needed to synthesize it. (3) Given the product [CH:1]1([C:4]2[C:5]([O:13][CH2:14][C:15]([F:18])([F:17])[F:16])=[CH:6][C:7]([C:10]3[NH:27][C:25](=[O:26])[C:24]([CH3:31])([CH:28]([CH3:30])[CH3:29])[N:23]=3)=[N:8][CH:9]=2)[CH2:3][CH2:2]1, predict the reactants needed to synthesize it. The reactants are: [CH:1]1([C:4]2[C:5]([O:13][CH2:14][C:15]([F:18])([F:17])[F:16])=[CH:6][C:7]([C:10](O)=O)=[N:8][CH:9]=2)[CH2:3][CH2:2]1.S(Cl)(Cl)=O.[NH2:23][C:24]([CH3:31])([CH:28]([CH3:30])[CH3:29])[C:25]([NH2:27])=[O:26].C(N(CC)CC)C.[OH-].[K+]. (4) Given the product [NH2:30][C:21]1[C:3]2[N:4]=[CH:5][C:6]([C:8]#[C:9][C:10]3[CH:15]=[CH:14][C:13]([O:16][CH2:17][O:18][CH3:19])=[CH:12][C:11]=3[CH3:20])=[CH:7][C:2]=2[C:69]2[CH:70]=[CH:71][C:66]([CH2:61][CH2:62][C:82]([O:83][CH2:89][CH3:90])=[O:85])=[CH:67][C:68]=2[N:22]=1, predict the reactants needed to synthesize it. The reactants are: Cl[C:2]1[C:3]([C:21]#[N:22])=[N:4][CH:5]=[C:6]([C:8]#[C:9][C:10]2[CH:15]=[CH:14][C:13]([O:16][CH2:17][O:18][CH3:19])=[CH:12][C:11]=2[CH3:20])[CH:7]=1.C(OC([NH:30]C1C=C(CCC(OCC)=O)C=CC=1B1OC(C)(C)C(C)(C)O1)=O)(C)(C)C.C1(P(C2CCCCC2)C2C=CC=[CH:62][C:61]=2[C:66]2[C:71](OC)=[CH:70][CH:69]=[CH:68][C:67]=2OC)CCCCC1.[C:82](=[O:85])(O)[O-:83].[Na+].C(O)C[CH2:89][CH3:90].O. (5) Given the product [Cl:1][C:2]1[CH:3]=[C:4]2[C:8](=[CH:9][C:10]=1[Cl:11])[NH:7][C:6]([C:12]1[CH:20]=[CH:19][C:15]([C:16]([NH:42][CH:43]3[CH2:44][C:45]([CH3:52])([CH3:53])[N:46]([CH3:51])[C:47]([CH3:50])([CH3:49])[CH2:48]3)=[O:17])=[CH:14][CH:13]=1)=[CH:5]2, predict the reactants needed to synthesize it. The reactants are: [Cl:1][C:2]1[CH:3]=[C:4]2[C:8](=[CH:9][C:10]=1[Cl:11])[NH:7][C:6]([C:12]1[CH:20]=[CH:19][C:15]([C:16](O)=[O:17])=[CH:14][CH:13]=1)=[CH:5]2.CCN=C=NCCCN(C)C.C1C=NC2N(O)N=NC=2C=1.[NH2:42][CH:43]1[CH2:48][C:47]([CH3:50])([CH3:49])[N:46]([CH3:51])[C:45]([CH3:53])([CH3:52])[CH2:44]1.CCN(C(C)C)C(C)C.[OH-].[Na+].